From a dataset of Full USPTO retrosynthesis dataset with 1.9M reactions from patents (1976-2016). Predict the reactants needed to synthesize the given product. (1) Given the product [CH3:1][O:2][C:3]1[CH:4]=[C:5]2[C:17](=[CH:18][CH:19]=1)[NH:16][C:15]1[C:10]3([CH2:14][CH2:13][N:12]([CH2:38][CH2:37][C:31]4[C:30]5[C:34](=[CH:35][CH:36]=[C:28]([CH3:27])[CH:29]=5)[NH:33][CH:32]=4)[CH2:11]3)[NH:9][CH2:8][CH2:7][C:6]2=1, predict the reactants needed to synthesize it. The reactants are: [CH3:1][O:2][C:3]1[CH:4]=[C:5]2[C:17](=[CH:18][CH:19]=1)[NH:16][C:15]1[C:10]3([CH2:14][CH2:13][NH:12][CH2:11]3)[NH:9][CH2:8][CH2:7][C:6]2=1.C(N(CC)CC)C.[CH3:27][C:28]1[CH:29]=[C:30]2[C:34](=[CH:35][CH:36]=1)[NH:33][CH:32]=[C:31]2[CH2:37][CH2:38]OS(C)(=O)=O. (2) Given the product [N:2]1([N:4]=[C:5]2[CH:10]=[CH:9][C:8]([NH:11][C:12](=[O:31])[CH:13]([C:25]3[CH:30]=[CH:29][CH:28]=[CH:27][CH:26]=3)[NH:14][C:15]([NH:17][C:18]3[CH:23]=[CH:22][C:21]([Cl:24])=[CH:20][CH:19]=3)=[O:16])=[C:7]([F:32])[CH2:6]2)[CH2:1][CH2:34][CH2:3]1, predict the reactants needed to synthesize it. The reactants are: [CH3:1][N:2]([N:4]=[C:5]1[CH:10]=[CH:9][C:8]([NH:11][C:12](=[O:31])[CH:13]([C:25]2[CH:30]=[CH:29][CH:28]=[CH:27][CH:26]=2)[NH:14][C:15]([NH:17][C:18]2[CH:23]=[CH:22][C:21]([Cl:24])=[CH:20][CH:19]=2)=[O:16])=[C:7]([F:32])[CH2:6]1)[CH3:3].N1CC[CH2:34]1.CC(O)=O. (3) Given the product [F:1][C:2]1[CH:11]=[C:10]([F:12])[CH:9]=[C:8]2[C:3]=1[C:4]([NH:20][C:21]1[CH:22]=[N:23][CH:24]=[C:25]([N:27]3[CH2:32][CH2:31][O:30][CH2:29][CH2:28]3)[CH:26]=1)=[C:5]([CH3:19])[C:6]([N:13]1[CH2:14][CH2:15][N:16]([S:40]([C:37]3[CH:38]=[CH:39][C:34]([F:33])=[CH:35][CH:36]=3)(=[O:42])=[O:41])[CH2:17][CH2:18]1)=[N:7]2, predict the reactants needed to synthesize it. The reactants are: [F:1][C:2]1[CH:11]=[C:10]([F:12])[CH:9]=[C:8]2[C:3]=1[C:4]([NH:20][C:21]1[CH:22]=[N:23][CH:24]=[C:25]([N:27]3[CH2:32][CH2:31][O:30][CH2:29][CH2:28]3)[CH:26]=1)=[C:5]([CH3:19])[C:6]([N:13]1[CH2:18][CH2:17][NH:16][CH2:15][CH2:14]1)=[N:7]2.[F:33][C:34]1[CH:39]=[CH:38][C:37]([S:40](Cl)(=[O:42])=[O:41])=[CH:36][CH:35]=1. (4) Given the product [CH3:1][S:2]([O:28][C:25]1[CH:26]=[CH:27][C:22]([C:14]2([C:9]3[CH:10]=[CH:11][C:12]([F:13])=[C:7]([Br:6])[CH:8]=3)[C:15](=[O:21])[N:16]([CH3:20])[C:17](=[S:19])[NH:18]2)=[CH:23][CH:24]=1)(=[O:4])=[O:3], predict the reactants needed to synthesize it. The reactants are: [CH3:1][S:2](Cl)(=[O:4])=[O:3].[Br:6][C:7]1[CH:8]=[C:9]([C:14]2([C:22]3[CH:27]=[CH:26][C:25]([OH:28])=[CH:24][CH:23]=3)[NH:18][C:17](=[S:19])[N:16]([CH3:20])[C:15]2=[O:21])[CH:10]=[CH:11][C:12]=1[F:13].C(N(CC)CC)C. (5) Given the product [C:1]([C:5]1[N:6]=[C:7]([N:22]2[CH2:27][C@@H:26]([OH:55])[C@@H:24]([OH:25])[CH2:23]2)[C:8]2[N:13]=[N:12][N:11]([CH2:14][C:15]3[CH:20]=[CH:19][CH:18]=[CH:17][C:16]=3[Cl:21])[C:9]=2[N:10]=1)([CH3:4])([CH3:3])[CH3:2], predict the reactants needed to synthesize it. The reactants are: [C:1]([C:5]1[N:6]=[C:7]([N:22]2[CH2:27][CH2:26][O:25][CH2:24][CH2:23]2)[C:8]2[N:13]=[N:12][N:11]([CH2:14][C:15]3[CH:20]=[CH:19][CH:18]=[CH:17][C:16]=3[Cl:21])[C:9]=2[N:10]=1)([CH3:4])([CH3:3])[CH3:2].C(C1N=C(Cl)C2N=NN(CC3C=CC=CC=3Cl)C=2N=1)(C)(C)C.N1C[C@H]([OH:55])[C@H](O)C1. (6) Given the product [S:1](=[O:3])(=[O:2])([OH:5])[OH:4].[CH3:6][O:7][C:8]1[CH:9]=[C:10]([C:14]2([CH2:24][CH2:25][CH2:26][N:27]([CH3:29])[CH3:28])[C:19]([CH3:21])([CH3:20])[CH2:18][C:17](=[O:22])[NH:16][C:15]2=[O:23])[CH:11]=[CH:12][CH:13]=1, predict the reactants needed to synthesize it. The reactants are: [S:1](=[O:5])(=[O:4])([OH:3])[OH:2].[CH3:6][O:7][C:8]1[CH:9]=[C:10]([C:14]2([CH2:24][CH2:25][CH2:26][N:27]([CH3:29])[CH3:28])[C:19]([CH3:21])([CH3:20])[CH2:18][C:17](=[O:22])[NH:16][C:15]2=[O:23])[CH:11]=[CH:12][CH:13]=1. (7) Given the product [CH2:16]([CH:9]([CH2:1][CH2:2][C:3]1[CH:8]=[CH:7][CH:6]=[CH:5][CH:4]=1)[CH2:10][C:11]([OH:13])=[O:12])[CH2:17][C:18]1[CH:23]=[CH:22][CH:21]=[CH:20][CH:19]=1, predict the reactants needed to synthesize it. The reactants are: [CH2:1]([CH:9]([CH2:16][CH2:17][C:18]1[CH:23]=[CH:22][CH:21]=[CH:20][CH:19]=1)[CH2:10][C:11]([O:13]CC)=[O:12])[CH2:2][C:3]1[CH:8]=[CH:7][CH:6]=[CH:5][CH:4]=1.[OH-].[K+].Cl. (8) Given the product [CH3:37][O:36][N:35]([CH3:34])[C:26](=[O:27])[C:25]1[CH:30]=[CH:31][CH:32]=[C:23]([CH2:22][N:14]([C:10]2[CH:11]=[CH:12][CH:13]=[C:8]([O:1][C:2]3[CH:3]=[CH:4][CH:5]=[CH:6][CH:7]=3)[CH:9]=2)[CH2:15][CH:16]([OH:21])[C:17]([F:20])([F:18])[F:19])[CH:24]=1, predict the reactants needed to synthesize it. The reactants are: [O:1]([C:8]1[CH:9]=[C:10]([N:14]([CH2:22][C:23]2[CH:24]=[C:25]([CH:30]=[CH:31][CH:32]=2)[C:26](OC)=[O:27])[CH2:15][CH:16]([OH:21])[C:17]([F:20])([F:19])[F:18])[CH:11]=[CH:12][CH:13]=1)[C:2]1[CH:7]=[CH:6][CH:5]=[CH:4][CH:3]=1.Cl.[CH3:34][NH:35][O:36][CH3:37].C([Mg]Cl)(C)C. (9) Given the product [Cl:1][C:2]1[CH:19]=[C:18]([Cl:20])[CH:17]=[CH:16][C:3]=1[O:4][CH:5]1[CH2:8][NH:7][CH2:6]1, predict the reactants needed to synthesize it. The reactants are: [Cl:1][C:2]1[CH:19]=[C:18]([Cl:20])[CH:17]=[CH:16][C:3]=1[O:4][CH:5]1[CH2:8][N:7](C(OC(C)(C)C)=O)[CH2:6]1.FC(F)(F)C(O)=O.